From a dataset of Full USPTO retrosynthesis dataset with 1.9M reactions from patents (1976-2016). Predict the reactants needed to synthesize the given product. (1) Given the product [S:1](=[O:42])(=[O:43])([O:3][CH2:4][C@H:5]1[CH2:9][C@@H:8]([NH:10][C:11]2[C:16]([C:17]([C:19]3[S:20][CH:21]=[C:22]([CH2:24][C:25]4[CH2:30][CH2:29][CH2:28][CH2:27][CH:26]=4)[CH:23]=3)=[O:18])=[CH:15][N:14]=[CH:13][N:12]=2)[CH2:7][C@@H:6]1[OH:31])[NH2:2], predict the reactants needed to synthesize it. The reactants are: [S:1](=[O:43])(=[O:42])([O:3][CH2:4][C@H:5]1[CH2:9][C@@H:8]([NH:10][C:11]2[C:16]([C:17]([C:19]3[S:20][CH:21]=[C:22]([CH2:24][C:25]4[CH2:30][CH2:29][CH2:28][CH2:27][CH:26]=4)[CH:23]=3)=[O:18])=[CH:15][N:14]=[CH:13][N:12]=2)[CH2:7][C@@H:6]1[O:31][Si](C(C)C)(C(C)C)C(C)C)[NH2:2].Cl. (2) Given the product [CH2:1]([O:3][C:4]([C:6]1([CH:30]([C:29]2[CH:35]=[CH:36][C:26]([F:25])=[CH:27][CH:28]=2)[CH2:31][N+:32]([O-:34])=[O:33])[CH2:7][CH2:8][N:9]([C@@H:12]2[CH2:17][CH2:16][CH2:15][CH2:14][C@@H:13]2[C:18]2[CH:19]=[CH:20][C:21]([F:24])=[CH:22][CH:23]=2)[CH2:10][CH2:11]1)=[O:5])[CH3:2], predict the reactants needed to synthesize it. The reactants are: [CH2:1]([O:3][C:4]([CH:6]1[CH2:11][CH2:10][N:9]([C@@H:12]2[CH2:17][CH2:16][CH2:15][CH2:14][C@@H:13]2[C:18]2[CH:23]=[CH:22][C:21]([F:24])=[CH:20][CH:19]=2)[CH2:8][CH2:7]1)=[O:5])[CH3:2].[F:25][C:26]1[CH:36]=[CH:35][C:29](/[CH:30]=[CH:31]/[N+:32]([O-:34])=[O:33])=[CH:28][CH:27]=1. (3) Given the product [C:6]([C:5]1[C:4]([CH3:13])=[CH:3][C:2]([NH:14][CH:15]2[CH2:16][CH2:17][N:18]([C:21]([O:23][C:24]([CH3:27])([CH3:26])[CH3:25])=[O:22])[CH2:19][CH2:20]2)=[C:9]([N+:10]([O-:12])=[O:11])[CH:8]=1)#[N:7], predict the reactants needed to synthesize it. The reactants are: F[C:2]1[C:9]([N+:10]([O-:12])=[O:11])=[CH:8][C:5]([C:6]#[N:7])=[C:4]([CH3:13])[CH:3]=1.[NH2:14][CH:15]1[CH2:20][CH2:19][N:18]([C:21]([O:23][C:24]([CH3:27])([CH3:26])[CH3:25])=[O:22])[CH2:17][CH2:16]1.C(N(C(C)C)CC)(C)C. (4) Given the product [Cl:1][C:2]1[CH:3]=[CH:4][C:5]([C:25]([F:28])([F:26])[F:27])=[C:6]([C:8]2[CH:13]=[CH:12][N:11]([CH:14]([CH2:20][CH:21]3[CH2:22][CH2:23]3)[C:15]([OH:17])=[O:16])[C:10](=[O:24])[CH:9]=2)[CH:7]=1, predict the reactants needed to synthesize it. The reactants are: [Cl:1][C:2]1[CH:3]=[CH:4][C:5]([C:25]([F:28])([F:27])[F:26])=[C:6]([C:8]2[CH:13]=[CH:12][N:11]([CH:14]([CH2:20][CH:21]3[CH2:23][CH2:22]3)[C:15]([O:17]CC)=[O:16])[C:10](=[O:24])[CH:9]=2)[CH:7]=1.[OH-].[Li+]. (5) Given the product [C:6]([O:10][C:11]([N:13]1[CH2:18][CH2:17][CH2:16][CH:15]([C:19]#[N:20])[CH2:14]1)=[O:12])([CH3:9])([CH3:7])[CH3:8], predict the reactants needed to synthesize it. The reactants are: P(Cl)(Cl)(Cl)=O.[C:6]([O:10][C:11]([N:13]1[CH2:18][CH2:17][CH2:16][CH:15]([C:19](=O)[NH2:20])[CH2:14]1)=[O:12])([CH3:9])([CH3:8])[CH3:7].C(OCC)(=O)C. (6) Given the product [Si:25]([O:24][C@@H:13]([C:14]1[CH:15]=[CH:16][C:17]([C:20]2[N:21]=[C:47]([C:41]3[O:40][N:39]=[C:38]([C:32]4[CH:37]=[CH:36][CH:35]=[CH:34][CH:33]=4)[C:42]=3[C:43]([F:46])([F:44])[F:45])[O:23][N:22]=2)=[CH:18][CH:19]=1)[CH2:12][N:8]1[CH2:9][CH2:10][CH2:11][C@H:6]([C:4]([O:3][CH2:1][CH3:2])=[O:5])[CH2:7]1)([C:28]([CH3:30])([CH3:29])[CH3:31])([CH3:27])[CH3:26], predict the reactants needed to synthesize it. The reactants are: [CH2:1]([O:3][C:4]([C@H:6]1[CH2:11][CH2:10][CH2:9][N:8]([CH2:12][C@@H:13]([O:24][Si:25]([C:28]([CH3:31])([CH3:30])[CH3:29])([CH3:27])[CH3:26])[C:14]2[CH:19]=[CH:18][C:17](/[C:20](=[N:22]/[OH:23])/[NH2:21])=[CH:16][CH:15]=2)[CH2:7]1)=[O:5])[CH3:2].[C:32]1([C:38]2[C:42]([C:43]([F:46])([F:45])[F:44])=[C:41]([C:47](Cl)=O)[O:40][N:39]=2)[CH:37]=[CH:36][CH:35]=[CH:34][CH:33]=1.CCN(C(C)C)C(C)C. (7) Given the product [CH3:37][C:28]([C:25]1[CH:24]=[CH:23][C:22]([N:15]2[CH2:16][CH2:17][C:12]3[C:11]([C:19]#[N:20])=[N:10][N:9]([C:6]4[CH:5]=[CH:4][C:3]([O:2][CH3:1])=[CH:8][CH:7]=4)[C:13]=3[C:14]2=[O:18])=[CH:27][CH:26]=1)([CH3:36])[CH2:29][N:30]1[CH2:34][CH2:33][CH2:32][C:31]1=[O:35], predict the reactants needed to synthesize it. The reactants are: [CH3:1][O:2][C:3]1[CH:8]=[CH:7][C:6]([N:9]2[C:13]3[C:14](=[O:18])[NH:15][CH2:16][CH2:17][C:12]=3[C:11]([C:19]#[N:20])=[N:10]2)=[CH:5][CH:4]=1.I[C:22]1[CH:27]=[CH:26][C:25]([C:28]([CH3:37])([CH3:36])[CH2:29][N:30]2[CH2:34][CH2:33][CH2:32][C:31]2=[O:35])=[CH:24][CH:23]=1.C([O-])([O-])=O.[K+].[K+]. (8) Given the product [CH:1]12[CH2:8][CH:7]3[CH2:6][CH:5]([CH2:4][CH:3]([CH2:9]3)[CH:2]1[N:11]1[CH:15]=[C:14]([CH:16]([CH3:17])[CH3:18])[N:13]([CH2:22][C:23]3[CH:28]=[CH:27][CH:26]=[CH:25][N:24]=3)[C:12]1=[O:19])[CH2:10]2, predict the reactants needed to synthesize it. The reactants are: [CH:1]12[CH2:10][CH:5]3[CH2:6][CH:7]([CH2:9][CH:3]([CH2:4]3)[CH:2]1[N:11]1[CH:15]=[C:14]([CH:16]([CH3:18])[CH3:17])[NH:13][C:12]1=[O:19])[CH2:8]2.Cl.Cl[CH2:22][C:23]1[CH:28]=[CH:27][CH:26]=[CH:25][N:24]=1.[H-].[Na+].Cl. (9) Given the product [CH3:14][N:15]1[C:19]([C:2]2[CH:7]=[CH:6][C:5]([CH:8]([OH:13])[C:9]([F:12])([F:11])[F:10])=[CH:4][CH:3]=2)=[CH:18][CH:17]=[C:16]1[C:20]#[N:21], predict the reactants needed to synthesize it. The reactants are: Br[C:2]1[CH:7]=[CH:6][C:5]([CH:8]([OH:13])[C:9]([F:12])([F:11])[F:10])=[CH:4][CH:3]=1.[CH3:14][N:15]1[CH:19]=[CH:18][CH:17]=[C:16]1[C:20]#[N:21]. (10) Given the product [CH2:1]([C:4]1[O:5][C:6]([CH2:14][CH2:15][OH:16])=[CH:7][CH:8]=1)[CH2:2][CH3:3], predict the reactants needed to synthesize it. The reactants are: [CH2:1]([C:4]1[O:5][CH:6]=[CH:7][CH:8]=1)[CH2:2][CH3:3].[Li]CCCC.[CH2:14]1[O:16][CH2:15]1.